Dataset: Full USPTO retrosynthesis dataset with 1.9M reactions from patents (1976-2016). Task: Predict the reactants needed to synthesize the given product. Given the product [CH:1]1([C:4]2[N:9]=[C:8]([C:10]3[NH:12][O:13][C:21](=[O:22])[N:11]=3)[CH:7]=[C:6]([C:14]([F:20])([F:19])[C:15]([F:17])([F:16])[F:18])[N:5]=2)[CH2:3][CH2:2]1, predict the reactants needed to synthesize it. The reactants are: [CH:1]1([C:4]2[N:9]=[C:8]([C:10](=[N:12][OH:13])[NH2:11])[CH:7]=[C:6]([C:14]([F:20])([F:19])[C:15]([F:18])([F:17])[F:16])[N:5]=2)[CH2:3][CH2:2]1.[C:21](N1C=CN=C1)(N1C=CN=C1)=[O:22].N12CCCN=C1CCCCC2.Cl.